Predict which catalyst facilitates the given reaction. From a dataset of Catalyst prediction with 721,799 reactions and 888 catalyst types from USPTO. (1) Reactant: [C:1]([BH3-])#[N:2].[Na+].N[C:6]1[CH:11]=[CH:10][C:9]([C:12]2[N:16]=[N:15][NH:14][C:13]=2[C:17]#[N:18])=[CH:8][C:7]=1[C:19]1[CH:24]=[CH:23][CH:22]=[C:21]([C:25]([F:28])([F:27])[F:26])[CH:20]=1.C=O.[CH3:31]C(O)=O. Product: [CH3:31][N:2]([CH3:1])[C:6]1[C:7]([C:19]2[CH:24]=[CH:23][CH:22]=[C:21]([C:25]([F:28])([F:27])[F:26])[CH:20]=2)=[CH:8][C:9]([C:12]2[N:16]=[N:15][NH:14][C:13]=2[C:17]#[N:18])=[CH:10][CH:11]=1. The catalyst class is: 5. (2) Reactant: [I:1][C:2]1[C:3](=[O:29])[NH:4][C:5]([CH3:28])=[CH:6][C:7]=1[O:8][CH2:9][C:10]1[CH:27]=[CH:26][CH:25]=[CH:24][C:11]=1[CH2:12][N:13]1[C:21](=[O:22])[C:20]2[C:15](=[CH:16][CH:17]=[CH:18][CH:19]=2)[C:14]1=[O:23].Br[CH2:31][C:32]1[CH:33]=[CH:34][C:35]([O:40][CH3:41])=[C:36]([CH:39]=1)[C:37]#[N:38].[H-].[Na+]. Product: [O:23]=[C:14]1[C:15]2[C:20](=[CH:19][CH:18]=[CH:17][CH:16]=2)[C:21](=[O:22])[N:13]1[CH2:12][C:11]1[CH:24]=[CH:25][CH:26]=[CH:27][C:10]=1[CH2:9][O:8][C:7]1[CH:6]=[C:5]([CH3:28])[N:4]([CH2:31][C:32]2[CH:33]=[CH:34][C:35]([O:40][CH3:41])=[C:36]([CH:39]=2)[C:37]#[N:38])[C:3](=[O:29])[C:2]=1[I:1]. The catalyst class is: 7. (3) Product: [CH3:19][O:20][C:21]1[CH:22]=[C:23]([CH:24]=[CH:25][CH:26]=1)[CH2:27][O:1][C:2]1[CH:3]=[C:4]([CH2:8][NH:9][C:10](=[O:18])[C:11]2[CH:16]=[CH:15][CH:14]=[N:13][C:12]=2[NH2:17])[CH:5]=[CH:6][CH:7]=1. The catalyst class is: 6. Reactant: [OH:1][C:2]1[CH:3]=[C:4]([CH2:8][NH:9][C:10](=[O:18])[C:11]2[CH:16]=[CH:15][CH:14]=[N:13][C:12]=2[NH2:17])[CH:5]=[CH:6][CH:7]=1.[CH3:19][O:20][C:21]1[CH:22]=[C:23]([CH2:27]Cl)[CH:24]=[CH:25][CH:26]=1.C(=O)([O-])[O-].[Cs+].[Cs+].CN(C=O)C. (4) Product: [CH3:34][O:36][C:37]([C:4]1[O:3][C:1]([CH3:2])=[N:7][C:6]=1[C:10]1[CH:14]=[CH:13][C:12]([F:11])=[CH:17][CH:16]=1)=[O:38]. The catalyst class is: 14. Reactant: [CH2:1]([O:3][C:4]([C:6]1[N:7]=CS[CH:10]=1)=O)[CH3:2].[F:11][C:12]1[CH:17]=[CH:16]C(C2N=C(C)OC=2C(=S)N)=[CH:14][CH:13]=1.BrCC(=O)C([O-])=O.[CH2:34]([O:36][C:37](C1N=C(C2OC(C)=NC=2C2C=CC(F)=CC=2)SC=1)=[O:38])C.CC(N)C. (5) Reactant: [H-].C([Al+]CC(C)C)C(C)C.C1(C)C=CC=CC=1.[Si:18]([O:25][CH2:26][C:27]1[S:31][CH:30]=[N:29][C:28]=1[C:32](OCC)=[O:33])([C:21]([CH3:24])([CH3:23])[CH3:22])([CH3:20])[CH3:19].O.Cl. Product: [Si:18]([O:25][CH2:26][C:27]1[S:31][CH:30]=[N:29][C:28]=1[CH:32]=[O:33])([C:21]([CH3:24])([CH3:22])[CH3:23])([CH3:20])[CH3:19]. The catalyst class is: 133.